The task is: Predict the reaction yield, written as a fraction of the theoretical maximum amount of product (1.0 means a 100% yield; for example, 0.34 means a 34% yield).. This data is from Reaction yield outcomes from USPTO patents with 853,638 reactions. The reactants are [NH2:1][C:2]1[N:7]=[C:6]([N:8]2[CH2:11][CH:10]([NH:12][C:13](=O)[CH3:14])[CH2:9]2)[CH:5]=[C:4]([CH:16]2[CH2:20][CH2:19][CH2:18][CH2:17]2)[N:3]=1.[H-].[H-].[H-].[H-].[Li+].[Al+3]. The catalyst is C1COCC1. The product is [CH:16]1([C:4]2[CH:5]=[C:6]([N:8]3[CH2:11][CH:10]([NH:12][CH2:13][CH3:14])[CH2:9]3)[N:7]=[C:2]([NH2:1])[N:3]=2)[CH2:17][CH2:18][CH2:19][CH2:20]1. The yield is 0.260.